This data is from Catalyst prediction with 721,799 reactions and 888 catalyst types from USPTO. The task is: Predict which catalyst facilitates the given reaction. (1) Reactant: O=C1C2C(=CC=CC=2)C(=O)[N:3]1[C:12]1[CH:16]=[C:15]([CH:17]2[CH2:22][CH2:21][N:20]([C:23]([O:25][C:26]([CH3:29])([CH3:28])[CH3:27])=[O:24])[CH2:19][CH2:18]2)[N:14]([CH:30]([CH3:32])[CH3:31])[N:13]=1.O.NN. Product: [NH2:3][C:12]1[CH:16]=[C:15]([CH:17]2[CH2:22][CH2:21][N:20]([C:23]([O:25][C:26]([CH3:28])([CH3:27])[CH3:29])=[O:24])[CH2:19][CH2:18]2)[N:14]([CH:30]([CH3:32])[CH3:31])[N:13]=1. The catalyst class is: 5. (2) Reactant: [NH2:1][C:2]1[CH:7]=[CH:6][CH:5]=[CH:4][C:3]=1[N:8]1[C:32](=[O:33])[C:11]2=[CH:12][N:13]([CH2:20][C:21]3[CH:26]=[CH:25][C:24]([N:27]4[CH:31]=[CH:30][CH:29]=[N:28]4)=[CH:23][CH:22]=3)[C:14]3[CH:15]=[CH:16][CH:17]=[CH:18][C:19]=3[C:10]2=[N:9]1.[CH:34](=O)[CH3:35].C(O)(=O)C.[BH4-].[Na+]. Product: [CH2:34]([NH:1][C:2]1[CH:7]=[CH:6][CH:5]=[CH:4][C:3]=1[N:8]1[C:32](=[O:33])[C:11]2=[CH:12][N:13]([CH2:20][C:21]3[CH:26]=[CH:25][C:24]([N:27]4[CH:31]=[CH:30][CH:29]=[N:28]4)=[CH:23][CH:22]=3)[C:14]3[CH:15]=[CH:16][CH:17]=[CH:18][C:19]=3[C:10]2=[N:9]1)[CH3:35]. The catalyst class is: 30.